The task is: Predict the reaction yield, written as a fraction of the theoretical maximum amount of product (1.0 means a 100% yield; for example, 0.34 means a 34% yield).. This data is from Reaction yield outcomes from USPTO patents with 853,638 reactions. The yield is 0.820. The product is [F:1][C:2]1[CH:7]=[CH:6][CH:5]=[CH:4][C:3]=1[C:8](=[O:34])[CH2:9][CH2:10][CH2:11][CH2:12][CH2:13][CH2:14][N:29]1[CH2:30][CH2:31][CH:26]([C:22]2[CH:21]=[C:20]([NH:19][C:17](=[O:18])[CH:16]([CH3:32])[CH3:15])[CH:25]=[CH:24][CH:23]=2)[CH2:27][CH2:28]1. The reactants are [F:1][C:2]1[CH:7]=[CH:6][CH:5]=[CH:4][C:3]=1[CH2:8][CH2:9][CH2:10][CH2:11][CH2:12][CH2:13][CH3:14].[CH3:15][CH:16]([CH3:32])[C:17]([NH:19][C:20]1[CH:25]=[CH:24][CH:23]=[C:22]([CH:26]2[CH2:31][CH2:30][NH:29][CH2:28][CH2:27]2)[CH:21]=1)=[O:18].C([O-])([O-])=[O:34].[K+].[K+].[Na+].[I-]. The catalyst is CN(C=O)C.CCOC(C)=O.